This data is from Catalyst prediction with 721,799 reactions and 888 catalyst types from USPTO. The task is: Predict which catalyst facilitates the given reaction. (1) Reactant: [F:1][C:2]1[CH:7]=[C:6]([O:8][CH3:9])[CH:5]=[CH:4][C:3]=1[O:10][CH3:11].[Li]CCCC.CCCCCC.CN(C)[CH:25]=[O:26]. Product: [F:1][C:2]1[C:3]([O:10][CH3:11])=[CH:4][CH:5]=[C:6]([O:8][CH3:9])[C:7]=1[CH:25]=[O:26]. The catalyst class is: 1. (2) Reactant: [CH2:1]([N:4]1[C:13](=[O:14])[C:8]2([CH2:12][CH2:11][CH2:10][CH2:9]2)[N:7]([C:15]([O:17][C:18]([CH3:21])([CH3:20])[CH3:19])=[O:16])[CH2:6][C@:5]1([C:23]1[CH:28]=[C:27]([F:29])[CH:26]=[C:25]([F:30])[CH:24]=1)[CH3:22])[CH:2]=[CH2:3].NC1C=C2C(=CC=1)C[C@]1(C3C(=NC=CC=3)NC1=O)C2.Br[C:51]1[CH:52]=[C:53]2[C:74](=[CH:75][CH:76]=1)[CH2:73][C:55]1([C:63]3[C:58](=[N:59][CH:60]=[CH:61][CH:62]=3)[N:57]([CH2:64][O:65][CH2:66][CH2:67][Si:68]([CH3:71])([CH3:70])[CH3:69])[C:56]1=[O:72])[CH2:54]2.NC1C=CC=CC=1.C([O-])(=O)C.[Na+]. Product: [F:29][C:27]1[CH:28]=[C:23]([C@@:5]2([CH3:22])[N:4]([CH2:1]/[CH:2]=[CH:3]/[C:76]3[CH:75]=[C:74]4[C:53](=[CH:52][CH:51]=3)[CH2:54][C:55]3([C:63]5[C:58](=[N:59][CH:60]=[CH:61][CH:62]=5)[N:57]([CH2:64][O:65][CH2:66][CH2:67][Si:68]([CH3:71])([CH3:69])[CH3:70])[C:56]3=[O:72])[CH2:73]4)[C:13](=[O:14])[C:8]3([CH2:12][CH2:11][CH2:10][CH2:9]3)[N:7]([C:15]([O:17][C:18]([CH3:21])([CH3:19])[CH3:20])=[O:16])[CH2:6]2)[CH:24]=[C:25]([F:30])[CH:26]=1. The catalyst class is: 274.